From a dataset of Full USPTO retrosynthesis dataset with 1.9M reactions from patents (1976-2016). Predict the reactants needed to synthesize the given product. (1) Given the product [Cl:14][C:5]1[CH:6]=[CH:7][CH:8]=[C:9]2[C:4]=1[N:3]=[C:2]([C:19]1[CH:20]=[N:21][CH:22]=[C:17]([O:16][CH3:15])[N:18]=1)[C:11]([CH:12]=[O:13])=[CH:10]2, predict the reactants needed to synthesize it. The reactants are: Cl[C:2]1[C:11]([CH:12]=[O:13])=[CH:10][C:9]2[C:4](=[C:5]([Cl:14])[CH:6]=[CH:7][CH:8]=2)[N:3]=1.[CH3:15][O:16][C:17]1[CH:22]=[N:21][CH:20]=[C:19]([Sn](CCCC)(CCCC)CCCC)[N:18]=1. (2) Given the product [Cl:26][C:20]1[CH:21]=[CH:22][CH:23]=[C:24]([Cl:25])[C:19]=1[C:18]([NH:17][CH2:16][C:15]1[CH:28]=[CH:29][C:12]([C:10]2[CH:9]=[CH:8][NH:7][C:6](=[O:5])[CH:11]=2)=[CH:13][CH:14]=1)=[O:27], predict the reactants needed to synthesize it. The reactants are: C([O:5][C:6]1[CH:11]=[C:10]([C:12]2[CH:29]=[CH:28][C:15]([CH2:16][NH:17][C:18](=[O:27])[C:19]3[C:24]([Cl:25])=[CH:23][CH:22]=[CH:21][C:20]=3[Cl:26])=[CH:14][CH:13]=2)[CH:9]=[CH:8][N:7]=1)(C)(C)C. (3) Given the product [C:2]([N:32]1[CH2:33][CH2:34][N:29]([C:27]2[N:28]=[C:23]([N:17]3[CH2:16][CH:15]4[O:22][CH:19]([CH2:20][CH2:21]4)[CH2:18]3)[N:24]=[C:25]([C:35]3[CH:36]=[CH:37][C:38]([NH:41][C:42]([NH:44][C:45]4[CH:46]=[CH:47][N:48]=[CH:49][CH:50]=4)=[O:43])=[CH:39][CH:40]=3)[N:26]=2)[CH2:30][CH2:31]1)(=[O:1])[CH3:4].[C:9]([OH:10])([C:11]([F:14])([F:13])[F:12])=[O:8], predict the reactants needed to synthesize it. The reactants are: [OH:1][C:2]([C:4](F)(F)F)=O.[OH:8][C:9]([C:11]([F:14])([F:13])[F:12])=[O:10].[CH:15]12[O:22][CH:19]([CH2:20][CH2:21]1)[CH2:18][N:17]([C:23]1[N:28]=[C:27]([N:29]3[CH2:34][CH2:33][NH:32][CH2:31][CH2:30]3)[N:26]=[C:25]([C:35]3[CH:40]=[CH:39][C:38]([NH:41][C:42]([NH:44][C:45]4[CH:50]=[CH:49][N:48]=[CH:47][CH:46]=4)=[O:43])=[CH:37][CH:36]=3)[N:24]=1)[CH2:16]2.C(Cl)(=O)C.